This data is from Full USPTO retrosynthesis dataset with 1.9M reactions from patents (1976-2016). The task is: Predict the reactants needed to synthesize the given product. (1) Given the product [CH:7]([N:15]1[CH2:20][CH2:19][O:18][CH2:17][CH2:16]1)([C:8]1[CH:13]=[CH:12][CH:11]=[CH:10][CH:9]=1)[C:1]1[CH:6]=[CH:5][CH:4]=[CH:3][CH:2]=1, predict the reactants needed to synthesize it. The reactants are: [C:1]1([CH:7](Br)[C:8]2[CH:13]=[CH:12][CH:11]=[CH:10][CH:9]=2)[CH:6]=[CH:5][CH:4]=[CH:3][CH:2]=1.[NH:15]1[CH2:20][CH2:19][O:18][CH2:17][CH2:16]1.C(N(CC)CC)C. (2) Given the product [Si:24]([O:9][CH2:8][C@H:5]1[O:4][C@@H:3]([N:10]2[C:19]3[N:18]=[CH:17][N:16]=[C:14]([NH:15][C:28]([C:45]4[CH:50]=[CH:49][CH:48]=[CH:47][CH:46]=4)([C:37]4[CH:44]=[CH:43][C:40]([O:41][CH3:42])=[CH:39][CH:38]=4)[C:29]4[CH:36]=[CH:35][C:32]([O:33][CH3:34])=[CH:31][CH:30]=4)[C:13]=3[N:12]=[CH:11]2)[C@H:2]([F:1])[C@@H:6]1[O:7][C:28]([C:45]1[CH:50]=[CH:49][CH:48]=[CH:47][CH:46]=1)([C:37]1[CH:44]=[CH:43][C:40]([O:41][CH3:42])=[CH:39][CH:38]=1)[C:29]1[CH:30]=[CH:31][C:32]([O:33][CH3:34])=[CH:35][CH:36]=1)([C:21]([CH3:23])([CH3:22])[CH3:20])([CH3:26])[CH3:25], predict the reactants needed to synthesize it. The reactants are: [F:1][C@@H:2]1[C@H:6]([OH:7])[C@@H:5]([CH2:8][OH:9])[O:4][C@H:3]1[N:10]1[C:19]2[N:18]=[CH:17][N:16]=[C:14]([NH2:15])[C:13]=2[N:12]=[CH:11]1.[CH3:20][C:21]([Si:24](Cl)([CH3:26])[CH3:25])([CH3:23])[CH3:22].[C:28](Cl)([C:45]1[CH:50]=[CH:49][CH:48]=[CH:47][CH:46]=1)([C:37]1[CH:44]=[CH:43][C:40]([O:41][CH3:42])=[CH:39][CH:38]=1)[C:29]1[CH:36]=[CH:35][C:32]([O:33][CH3:34])=[CH:31][CH:30]=1. (3) The reactants are: [OH:1][C@@H:2]([C@H:4]1[C:25](=[O:26])[N:6]2[C@@H:7]([C:12]([O:14][CH2:15][C:16]3[CH:21]=[CH:20][C:19]([N+:22]([O-:24])=[O:23])=[CH:18][CH:17]=3)=[O:13])[C:8](=O)[C@H:9]([CH3:10])[C@H:5]12)[CH3:3].[Br:27][CH2:28][CH2:29][S:30][C:31]1[N:32]=[CH:33][N:34]2[CH:38]=[C:37]([Sn](CCCC)(CCCC)CCCC)[S:36][C:35]=12. Given the product [Br:27][CH2:28][CH2:29][S:30][C:31]1[N:32]=[CH:33][N:34]2[CH:38]=[C:37]([C:8]3[C@H:9]([CH3:10])[C@@H:5]4[C@@H:4]([C@H:2]([OH:1])[CH3:3])[C:25](=[O:26])[N:6]4[C:7]=3[C:12]([O:14][CH2:15][C:16]3[CH:21]=[CH:20][C:19]([N+:22]([O-:24])=[O:23])=[CH:18][CH:17]=3)=[O:13])[S:36][C:35]=12, predict the reactants needed to synthesize it. (4) Given the product [CH3:18][N:19]([CH2:20][C:21]1[CH:30]=[C:29]2[C:24]([CH:25]=[CH:26][CH:27]=[N:28]2)=[CH:23][CH:22]=1)[C:10]([C:8]1[S:9][C:5]([C:3](=[O:4])[C:2]([F:1])([F:14])[F:13])=[CH:6][CH:7]=1)=[O:12], predict the reactants needed to synthesize it. The reactants are: [F:1][C:2]([F:14])([F:13])[C:3]([C:5]1[S:9][C:8]([C:10]([OH:12])=O)=[CH:7][CH:6]=1)=[O:4].N=C=N.[CH3:18][NH:19][CH2:20][C:21]1[CH:30]=[C:29]2[C:24]([CH:25]=[CH:26][CH:27]=[N:28]2)=[CH:23][CH:22]=1.C(=O)([O-])[O-].[N-]=C=O.